Task: Predict the reactants needed to synthesize the given product.. Dataset: Full USPTO retrosynthesis dataset with 1.9M reactions from patents (1976-2016) (1) The reactants are: [CH3:1][C:2]1[CH:7]=[CH:6][C:5]([N+:8]([O-])=O)=[CH:4][C:3]=1[NH:11][C:12]1[N:17]=[C:16]([C:18]2[CH:19]=[N:20][CH:21]=[C:22]([N:24]3[CH2:29][CH2:28][O:27][CH2:26][CH2:25]3)[CH:23]=2)[CH:15]=[CH:14][N:13]=1.Cl[Sn]Cl.[OH-].[Na+]. Given the product [CH3:1][C:2]1[C:3]([NH:11][C:12]2[N:17]=[C:16]([C:18]3[CH:19]=[N:20][CH:21]=[C:22]([N:24]4[CH2:25][CH2:26][O:27][CH2:28][CH2:29]4)[CH:23]=3)[CH:15]=[CH:14][N:13]=2)=[CH:4][C:5]([NH2:8])=[CH:6][CH:7]=1, predict the reactants needed to synthesize it. (2) The reactants are: [CH2:1]([N:8]([C:22]1[C:27]([Cl:28])=[CH:26][C:25](Br)=[CH:24][N:23]=1)[S:9]([C:12]1[CH:21]=[CH:20][C:15]([C:16]([O:18]C)=[O:17])=[CH:14][CH:13]=1)(=[O:11])=[O:10])[C:2]1[CH:7]=[CH:6][CH:5]=[CH:4][CH:3]=1.[CH3:30][O:31][C:32]1[CH:37]=[CH:36][C:35](B(O)O)=[CH:34][CH:33]=1. Given the product [CH2:1]([N:8]([C:22]1[C:27]([Cl:28])=[CH:26][C:25]([C:35]2[CH:36]=[CH:37][C:32]([O:31][CH3:30])=[CH:33][CH:34]=2)=[CH:24][N:23]=1)[S:9]([C:12]1[CH:21]=[CH:20][C:15]([C:16]([OH:18])=[O:17])=[CH:14][CH:13]=1)(=[O:11])=[O:10])[C:2]1[CH:7]=[CH:6][CH:5]=[CH:4][CH:3]=1, predict the reactants needed to synthesize it. (3) Given the product [CH2:2]([O:9][C:10]1[CH:15]=[CH:14][N:13]([C:16]2[CH:24]=[C:23]3[C:19]([C:20]4[CH2:29][CH2:28][N:27]([C:40]([C@@H:39]5[CH2:43][CH2:44][CH2:45][N:38]5[C:31]([O:33][C:34]([CH3:37])([CH3:36])[CH3:35])=[O:32])=[O:41])[CH2:26][C:21]=4[N:22]3[CH3:25])=[CH:18][CH:17]=2)[C:12](=[O:30])[CH:11]=1)[C:3]1[CH:4]=[CH:5][CH:6]=[CH:7][CH:8]=1, predict the reactants needed to synthesize it. The reactants are: Cl.[CH2:2]([O:9][C:10]1[CH:15]=[CH:14][N:13]([C:16]2[CH:24]=[C:23]3[C:19]([C:20]4[CH2:29][CH2:28][NH:27][CH2:26][C:21]=4[N:22]3[CH3:25])=[CH:18][CH:17]=2)[C:12](=[O:30])[CH:11]=1)[C:3]1[CH:8]=[CH:7][CH:6]=[CH:5][CH:4]=1.[C:31]([N:38]1[CH2:45][CH2:44][CH2:43][C@H:39]1[C:40](O)=[O:41])([O:33][C:34]([CH3:37])([CH3:36])[CH3:35])=[O:32].CN(C(ON1N=NC2C=CC=NC1=2)=[N+](C)C)C.F[P-](F)(F)(F)(F)F.CCN(CC)CC. (4) Given the product [Br:1][C:2]1[CH:11]=[C:10]2[C:5]([CH:6]=[CH:7][C:8]([C:21]3[CH:22]=[N:23][N:24]([CH2:26][C:27]4([OH:31])[CH2:30][CH2:29][CH2:28]4)[CH:25]=3)=[N:9]2)=[CH:4][N:3]=1, predict the reactants needed to synthesize it. The reactants are: [Br:1][C:2]1[CH:11]=[C:10]2[C:5]([CH:6]=[CH:7][C:8](Cl)=[N:9]2)=[CH:4][N:3]=1.CC1(C)C(C)(C)OB([C:21]2[CH:22]=[N:23][N:24]([CH2:26][C:27]3([OH:31])[CH2:30][CH2:29][CH2:28]3)[CH:25]=2)O1. (5) Given the product [N:24]1([C:22]2[N:23]=[C:18]([N:17]3[C:11]4[CH:10]=[C:9]([C:5]5[N:6]=[C:7]([CH3:8])[C:2]([NH2:1])=[N:3][CH:4]=5)[N:14]=[CH:13][C:12]=4[CH:15]=[N:16]3)[CH:19]=[CH:20][CH:21]=2)[CH2:30][CH2:29][CH2:28][NH:27][CH2:26][CH2:25]1, predict the reactants needed to synthesize it. The reactants are: [NH2:1][C:2]1[N:3]=[CH:4][C:5]([C:9]2[N:14]=[CH:13][C:12]3[CH:15]=[N:16][N:17]([C:18]4[N:23]=[C:22]([N:24]5[CH2:30][CH2:29][CH2:28][N:27](C(OC(C)(C)C)=O)[CH2:26][CH2:25]5)[CH:21]=[CH:20][CH:19]=4)[C:11]=3[CH:10]=2)=[N:6][C:7]=1[CH3:8].Cl. (6) The reactants are: Br[C:2]1[CH:20]=[CH:19][C:5]([O:6][C@@H:7]2[CH2:11][CH2:10][CH2:9][C@@H:8]2[NH:12][S:13]([CH:16]([CH3:18])[CH3:17])(=[O:15])=[O:14])=[CH:4][CH:3]=1.[C:21]([C:23]1[CH:28]=[CH:27][CH:26]=[CH:25][C:24]=1B(O)O)#[N:22].C1(B(O)O)C=CC=CC=1. Given the product [C:21]([C:23]1[CH:28]=[CH:27][CH:26]=[CH:25][C:24]=1[C:2]1[CH:20]=[CH:19][C:5]([O:6][C@@H:7]2[CH2:11][CH2:10][CH2:9][C@@H:8]2[NH:12][S:13]([CH:16]([CH3:18])[CH3:17])(=[O:15])=[O:14])=[CH:4][CH:3]=1)#[N:22], predict the reactants needed to synthesize it. (7) Given the product [OH:17][CH2:18][CH2:19][CH2:20][C:21]1[C:22]2[CH2:32][CH2:31][CH2:30][CH2:29][CH2:28][C:23]=2[NH:24][C:25]=1/[CH:26]=[C:10]1\[C:11](=[O:16])[NH:12][C:13]2[C:9]\1=[CH:8][C:7]([C:1]1[CH:2]=[CH:3][CH:4]=[CH:5][CH:6]=1)=[CH:15][CH:14]=2, predict the reactants needed to synthesize it. The reactants are: [C:1]1([C:7]2[CH:8]=[C:9]3[C:13](=[CH:14][CH:15]=2)[NH:12][C:11](=[O:16])[CH2:10]3)[CH:6]=[CH:5][CH:4]=[CH:3][CH:2]=1.[OH:17][CH2:18][CH2:19][CH2:20][C:21]1[C:22]2[CH2:32][CH2:31][CH2:30][CH2:29][CH2:28][C:23]=2[NH:24][C:25]=1[CH:26]=O.N1CCCCC1. (8) Given the product [Cl:21][C:22]1[CH:23]=[C:24]([C:28]2[CH:33]=[CH:32][CH:31]=[CH:30][C:29]=2[C:34]([N:17]2[CH2:16][CH:15]3[CH:19]([CH2:20][N:13]([C:9]4[N:8]=[C:7]([C:1]5[CH:2]=[CH:3][CH:4]=[CH:5][CH:6]=5)[CH:12]=[CH:11][N:10]=4)[CH2:14]3)[CH2:18]2)=[O:35])[CH:25]=[CH:26][CH:27]=1, predict the reactants needed to synthesize it. The reactants are: [C:1]1([C:7]2[CH:12]=[CH:11][N:10]=[C:9]([N:13]3[CH2:20][CH:19]4[CH:15]([CH2:16][NH:17][CH2:18]4)[CH2:14]3)[N:8]=2)[CH:6]=[CH:5][CH:4]=[CH:3][CH:2]=1.[Cl:21][C:22]1[CH:23]=[C:24]([C:28]2[C:29]([C:34](O)=[O:35])=[CH:30][CH:31]=[CH:32][CH:33]=2)[CH:25]=[CH:26][CH:27]=1. (9) Given the product [Cl:19][C:11]1[CH:12]=[CH:13][CH:14]=[C:15]([N+:16]([O-:18])=[O:17])[C:10]=1[CH2:9][CH2:8][N:6]([CH2:5][C:4]([OH:20])=[O:3])[CH3:7], predict the reactants needed to synthesize it. The reactants are: C([O:3][C:4](=[O:20])[CH2:5][N:6]([CH2:8][CH2:9][C:10]1[C:15]([N+:16]([O-:18])=[O:17])=[CH:14][CH:13]=[CH:12][C:11]=1[Cl:19])[CH3:7])C. (10) Given the product [Cl:32][C:22]1[CH:21]=[C:20]([NH:19][C:15]2[N:14]=[C:13]([C:12]3[S:11][C:10]([CH3:33])=[N:9][C:8]=3[C:4]3[CH:3]=[C:2]([NH:1][C:39](=[O:40])[C:38]4[CH:42]=[CH:43][C:35]([F:34])=[CH:36][CH:37]=4)[CH:7]=[CH:6][CH:5]=3)[CH:18]=[CH:17][N:16]=2)[CH:25]=[CH:24][C:23]=1[O:26][CH2:27][CH2:28][N:29]([CH3:30])[CH3:31], predict the reactants needed to synthesize it. The reactants are: [NH2:1][C:2]1[CH:3]=[C:4]([C:8]2[N:9]=[C:10]([CH3:33])[S:11][C:12]=2[C:13]2[CH:18]=[CH:17][N:16]=[C:15]([NH:19][C:20]3[CH:25]=[CH:24][C:23]([O:26][CH2:27][CH2:28][N:29]([CH3:31])[CH3:30])=[C:22]([Cl:32])[CH:21]=3)[N:14]=2)[CH:5]=[CH:6][CH:7]=1.[F:34][C:35]1[CH:43]=[CH:42][C:38]([C:39](Cl)=[O:40])=[CH:37][CH:36]=1.